Dataset: Catalyst prediction with 721,799 reactions and 888 catalyst types from USPTO. Task: Predict which catalyst facilitates the given reaction. (1) Reactant: [O:1]1[CH:4]([CH3:5])[C:2]1([CH3:6])[CH3:3].[CH2:7]([NH2:9])[CH3:8]. Product: [CH2:7]([NH:9][CH:4]([CH3:5])[C:2]([CH3:6])([OH:1])[CH3:3])[CH3:8]. The catalyst class is: 72. (2) Reactant: CS(O[CH:6]([CH3:16])[CH2:7][C:8]1[CH:13]=[CH:12][CH:11]=[C:10]([O:14][CH3:15])[CH:9]=1)(=O)=O.[Li+].[Br-:18]. Product: [Br:18][CH:6]([CH3:16])[CH2:7][C:8]1[CH:13]=[CH:12][CH:11]=[C:10]([O:14][CH3:15])[CH:9]=1. The catalyst class is: 21.